From a dataset of Reaction yield outcomes from USPTO patents with 853,638 reactions. Predict the reaction yield, written as a fraction of the theoretical maximum amount of product (1.0 means a 100% yield; for example, 0.34 means a 34% yield). (1) The reactants are [CH3:1][N:2]1[C:6]2[CH:7]=[C:8](B3OC(C)(C)C(C)(C)O3)[CH:9]=[CH:10][C:5]=2[O:4][C:3]1=[O:20].Br[C:22]1[CH:23]=[N:24][CH:25]=[CH:26][C:27]=1[CH:28]([O:30][CH3:31])[CH3:29].C([O-])([O-])=O.[Na+].[Na+]. The catalyst is CN(C=O)C.Cl[Pd](Cl)([P](C1C=CC=CC=1)(C1C=CC=CC=1)C1C=CC=CC=1)[P](C1C=CC=CC=1)(C1C=CC=CC=1)C1C=CC=CC=1. The product is [CH3:31][O:30][CH:28]([C:27]1[CH:26]=[CH:25][N:24]=[CH:23][C:22]=1[C:8]1[CH:9]=[CH:10][C:5]2[O:4][C:3](=[O:20])[N:2]([CH3:1])[C:6]=2[CH:7]=1)[CH3:29]. The yield is 0.690. (2) The reactants are [CH2:1]([O:8][NH:9][S:10]([C:13]1[CH:18]=[CH:17][CH:16]=[CH:15][C:14]=1[N+:19]([O-:21])=[O:20])(=[O:12])=[O:11])[C:2]1[CH:7]=[CH:6][CH:5]=[CH:4][CH:3]=1.O[C@@H:23]1[CH2:28][N:27]([C:29]([O:31][C:32]([CH3:35])([CH3:34])[CH3:33])=[O:30])[C@H:26]([C:36]([O:38][CH2:39][CH3:40])=[O:37])[CH2:25][CH2:24]1.C1C=CC(P(C2C=CC=CC=2)C2C=CC=CC=2)=CC=1.CCOC(/N=N/C(OCC)=O)=O. The catalyst is C1COCC1. The product is [CH2:1]([O:8][N:9]([C@H:23]1[CH2:28][N:27]([C:29]([O:31][C:32]([CH3:33])([CH3:34])[CH3:35])=[O:30])[C@H:26]([C:36]([O:38][CH2:39][CH3:40])=[O:37])[CH2:25][CH2:24]1)[S:10]([C:13]1[CH:18]=[CH:17][CH:16]=[CH:15][C:14]=1[N+:19]([O-:21])=[O:20])(=[O:12])=[O:11])[C:2]1[CH:7]=[CH:6][CH:5]=[CH:4][CH:3]=1. The yield is 0.800.